Dataset: Forward reaction prediction with 1.9M reactions from USPTO patents (1976-2016). Task: Predict the product of the given reaction. (1) Given the reactants FC(F)(F)C1C=CC(C2ON=C(CO)C=2)=CC=1.C[O:19][C:20](=[O:47])[CH2:21][O:22][C:23]1[CH:28]=[CH:27][C:26]([S:29][CH2:30][C:31]2[CH:35]=[C:34]([C:36]3[CH:41]=[CH:40][C:39]([C:42]([F:45])([F:44])[F:43])=[CH:38][CH:37]=3)[O:33][N:32]=2)=[CH:25][C:24]=1[CH3:46], predict the reaction product. The product is: [CH3:46][C:24]1[CH:25]=[C:26]([S:29][CH2:30][C:31]2[CH:35]=[C:34]([C:36]3[CH:37]=[CH:38][C:39]([C:42]([F:45])([F:43])[F:44])=[CH:40][CH:41]=3)[O:33][N:32]=2)[CH:27]=[CH:28][C:23]=1[O:22][CH2:21][C:20]([OH:47])=[O:19]. (2) Given the reactants [CH3:1][CH:2]([CH3:17])[CH2:3][CH2:4][N:5]1[C:10]2[N:11]=[CH:12][CH:13]=[CH:14][C:9]=2[C:8](=[O:15])O[C:6]1=[O:16].[CH3:18][C:19]1[O:20][C:21]2[CH:38]=[CH:37][C:24]3[NH:25][C:26]([CH2:31]C(OCC)=O)=[N:27][S:28](=[O:30])(=[O:29])[C:23]=3[C:22]=2[N:39]=1.[H-].[Na+].Cl, predict the reaction product. The product is: [OH:15][C:8]1[C:9]2[C:10](=[N:11][CH:12]=[CH:13][CH:14]=2)[N:5]([CH2:4][CH2:3][CH:2]([CH3:1])[CH3:17])[C:6](=[O:16])[C:31]=1[C:26]1[NH:25][C:24]2[CH:37]=[CH:38][C:21]3[O:20][C:19]([CH3:18])=[N:39][C:22]=3[C:23]=2[S:28](=[O:30])(=[O:29])[N:27]=1. (3) Given the reactants [Br-].[CH2:2]([P+](C1C=CC=CC=1)(C1C=CC=CC=1)C1C=CC=CC=1)[C:3]1[CH:8]=[CH:7][CH:6]=[CH:5][CH:4]=1.CC(C)([O-])C.[K+].[F:34][CH:35]1[C:40](=O)[CH2:39][CH2:38][N:37]([C:42]([O:44][C:45]([CH3:48])([CH3:47])[CH3:46])=[O:43])[CH2:36]1, predict the reaction product. The product is: [CH:2](=[C:40]1[CH2:39][CH2:38][N:37]([C:42]([O:44][C:45]([CH3:47])([CH3:46])[CH3:48])=[O:43])[CH2:36][CH:35]1[F:34])[C:3]1[CH:4]=[CH:5][CH:6]=[CH:7][CH:8]=1. (4) Given the reactants Cl.[CH2:2]([C:4]1[CH:9]=[CH:8][CH:7]=[C:6]([CH2:10][CH3:11])[C:5]=1[NH:12][C:13]([C:15]1[C:19]2[CH2:20][CH2:21][C:22]3[CH:23]=[N:24][C:25]([NH:28][CH:29]4[CH2:34][CH2:33][NH:32][CH2:31][CH2:30]4)=[N:26][C:27]=3[C:18]=2[N:17]([CH3:35])[N:16]=1)=[O:14])[CH3:3].CCN(C(C)C)C(C)C.[CH2:45](Br)[C:46]1[CH:51]=[CH:50][CH:49]=[CH:48][CH:47]=1, predict the reaction product. The product is: [CH2:45]([N:32]1[CH2:31][CH2:30][CH:29]([NH:28][C:25]2[N:24]=[CH:23][C:22]3[CH2:21][CH2:20][C:19]4[C:15]([C:13]([NH:12][C:5]5[C:4]([CH2:2][CH3:3])=[CH:9][CH:8]=[CH:7][C:6]=5[CH2:10][CH3:11])=[O:14])=[N:16][N:17]([CH3:35])[C:18]=4[C:27]=3[N:26]=2)[CH2:34][CH2:33]1)[C:46]1[CH:51]=[CH:50][CH:49]=[CH:48][CH:47]=1. (5) The product is: [Br:1][C:2]1[C:3]([O:17][CH3:18])=[C:4]([C:13]([O:15][CH3:16])=[O:14])[C:5]2[N:6]=[CH:7][C:8]([C:24]3[S:25][CH:26]=[CH:27][N:28]=3)=[N:9][C:10]=2[CH:11]=1. Given the reactants [Br:1][C:2]1[C:3]([O:17][CH3:18])=[C:4]([C:13]([O:15][CH3:16])=[O:14])[C:5]2[N:6]=[CH:7][C:8](Cl)=[N:9][C:10]=2[CH:11]=1.C([Sn](CCCC)(CCCC)[C:24]1[S:25][CH:26]=[CH:27][N:28]=1)CCC, predict the reaction product. (6) Given the reactants [OH:1][CH2:2][C:3]1[CH:4]=[C:5]([CH:8]=[CH:9][CH:10]=1)[C:6]#[N:7].[O:11]1[CH:16]=[CH:15][CH2:14][CH2:13][CH2:12]1, predict the reaction product. The product is: [O:11]1[CH2:16][CH2:15][CH2:14][CH2:13][CH:12]1[O:1][CH2:2][C:3]1[CH:4]=[C:5]([CH:8]=[CH:9][CH:10]=1)[C:6]#[N:7]. (7) Given the reactants F[C:2](F)(F)[C:3]([OH:5])=O.[C:8]([C:10](=[CH:39][CH:40]([CH3:42])[CH3:41])[C:11]([N:13]1[CH2:17][CH2:16][CH2:15][C@@H:14]1[CH2:18][N:19]1[C:23]2[CH:24]=[CH:25][CH:26]=[CH:27][C:22]=2[N:21]=[C:20]1[NH:28]C(C1SC(C(F)F)=CC=1)=O)=[O:12])#[N:9].CCN(C(C)C)C(C)C.CN(C(ON1N=NC2C=CC=NC1=2)=[N+](C)C)C.F[P-](F)(F)(F)(F)F.[C:76]([C:78](=[CH:82][CH:83](C)[CH3:84])[C:79](O)=O)#N, predict the reaction product. The product is: [C:8]([C:10](=[CH:39][CH:40]([CH3:41])[CH3:42])[C:11]([N:13]1[CH2:17][CH2:16][CH2:15][C@@H:14]1[CH2:18][N:19]1[C:23]2[CH:24]=[CH:25][CH:26]=[CH:27][C:22]=2[N:21]=[C:20]1[NH:28][C:3](=[O:5])[C:2]1[CH:84]=[CH:83][CH:82]=[C:78]([CH3:79])[CH:76]=1)=[O:12])#[N:9]. (8) Given the reactants [CH:1]1([OH:8])[CH2:7][CH2:6][CH2:5][CH2:4][CH2:3][CH2:2]1.[CH3:9][S:10](Cl)(=[O:12])=[O:11], predict the reaction product. The product is: [CH3:9][S:10]([O:8][CH:1]1[CH2:7][CH2:6][CH2:5][CH2:4][CH2:3][CH2:2]1)(=[O:12])=[O:11]. (9) Given the reactants [C:1]([C:3]1[CH:4]=[C:5]([CH:25]=[CH:26][CH:27]=1)COC1C=CC=C2C=1CCN(C(OC(C)(C)C)=O)C2)#[N:2].[ClH:28], predict the reaction product. The product is: [ClH:28].[C:1](#[N:2])[C:3]1[CH:4]=[CH:5][CH:25]=[CH:26][CH:27]=1.